Dataset: Forward reaction prediction with 1.9M reactions from USPTO patents (1976-2016). Task: Predict the product of the given reaction. (1) Given the reactants [CH2:1]([NH:8][CH2:9][CH2:10][C:11]1[CH:25]=[CH:24][C:14]([O:15][C:16]2[CH:23]=[CH:22][C:19]([C:20]#[N:21])=[CH:18][N:17]=2)=[C:13]([CH3:26])[CH:12]=1)[C:2]1[CH:7]=[CH:6][CH:5]=[CH:4][CH:3]=1.OO.C([O-])([O-])=[O:30].[K+].[K+], predict the reaction product. The product is: [CH2:1]([NH:8][CH2:9][CH2:10][C:11]1[CH:25]=[CH:24][C:14]([O:15][C:16]2[CH:23]=[CH:22][C:19]([C:20]([NH2:21])=[O:30])=[CH:18][N:17]=2)=[C:13]([CH3:26])[CH:12]=1)[C:2]1[CH:3]=[CH:4][CH:5]=[CH:6][CH:7]=1. (2) The product is: [C:15]([CH:5]1[C:6]([C:7]2[CH:12]=[CH:11][CH:10]=[C:9]([O:13][CH3:14])[CH:8]=2)=[C:19]2[C:1](=[C:2]3[CH:25]=[CH:24][N:23]=[C:22]3[CH:21]=[CH:20]2)[O:3][C:4]1=[O:17])#[N:16]. Given the reactants [CH2:1]([O:3][C:4](=[O:17])[C:5]([C:15]#[N:16])=[CH:6][C:7]1[CH:12]=[CH:11][CH:10]=[C:9]([O:13][CH3:14])[CH:8]=1)[CH3:2].O[C:19]1C=C[CH:25]=[C:24]2[C:20]=1[CH:21]=[CH:22][NH:23]2, predict the reaction product. (3) The product is: [CH3:10][C:3]1[CH:4]=[C:5]([CH:8]=[CH:9][C:2]=1[O:1][CH2:24][CH2:23][C:13]1[N:14]=[C:15]([C:17]2[CH:22]=[CH:21][CH:20]=[CH:19][CH:18]=2)[O:16][C:12]=1[CH3:11])[CH:6]=[O:7]. Given the reactants [OH:1][C:2]1[CH:9]=[CH:8][C:5]([CH:6]=[O:7])=[CH:4][C:3]=1[CH3:10].[CH3:11][C:12]1[O:16][C:15]([C:17]2[CH:22]=[CH:21][CH:20]=[CH:19][CH:18]=2)=[N:14][C:13]=1[CH2:23][CH2:24]OS(C)(=O)=O.[OH-].[K+], predict the reaction product. (4) The product is: [CH2:1]([N:8]1[C:9]([CH3:10])([CH3:11])[CH2:14][CH:22]=[C:16]([C:17]([O:19][CH2:20][CH3:21])=[O:18])[CH2:15]1)[C:2]1[CH:3]=[CH:4][CH:5]=[CH:6][CH:7]=1. Given the reactants [CH2:1]([N:8]([CH2:15][C:16](=[CH2:22])[C:17]([O:19][CH2:20][CH3:21])=[O:18])[C:9]([CH3:14])([CH2:11]C=C)[CH3:10])[C:2]1[CH:7]=[CH:6][CH:5]=[CH:4][CH:3]=1, predict the reaction product. (5) Given the reactants [H-].[Na+].Cl[CH2:4][CH2:5][O:6][C:7](=[O:39])[NH:8][CH2:9][CH:10]1[S:15][CH:14]([C:16]2[O:17][C:18]([Cl:21])=[CH:19][CH:20]=2)[C:13]2=[C:22]3[N:34]([CH3:35])[C:33](=[O:36])[N:32]([CH3:37])[C:31](=[O:38])[C:23]3=[C:24]([C:25]3[S:26][CH:27]=[C:28]([CH3:30])[N:29]=3)[N:12]2[CH2:11]1, predict the reaction product. The product is: [Cl:21][C:18]1[O:17][C:16]([CH:14]2[C:13]3=[C:22]4[N:34]([CH3:35])[C:33](=[O:36])[N:32]([CH3:37])[C:31](=[O:38])[C:23]4=[C:24]([C:25]4[S:26][CH:27]=[C:28]([CH3:30])[N:29]=4)[N:12]3[CH2:11][CH:10]([CH2:9][N:8]3[CH2:4][CH2:5][O:6][C:7]3=[O:39])[S:15]2)=[CH:20][CH:19]=1. (6) Given the reactants [F:1][C:2]1[CH:23]=[C:22]2[C:5]([C:6](=[O:24])[CH2:7][C:8]3([O:21]2)[CH2:13][CH2:12][N:11]([C:14]([O:16][C:17]([CH3:20])([CH3:19])[CH3:18])=[O:15])[CH2:10][CH2:9]3)=[CH:4][CH:3]=1.[BH4-].[Na+], predict the reaction product. The product is: [F:1][C:2]1[CH:23]=[C:22]2[C:5]([CH:6]([OH:24])[CH2:7][C:8]3([O:21]2)[CH2:9][CH2:10][N:11]([C:14]([O:16][C:17]([CH3:20])([CH3:19])[CH3:18])=[O:15])[CH2:12][CH2:13]3)=[CH:4][CH:3]=1. (7) Given the reactants [F:1][C:2]1[C:30]([NH:31][S:32]([CH2:35][CH2:36][CH3:37])(=[O:34])=[O:33])=[CH:29][CH:28]=[C:27]([F:38])[C:3]=1[C:4]([NH:6][C:7]1[CH:8]=[C:9]2[C:15]([O:16][CH3:17])=[N:14][N:13](CC3C=CC(OC)=CC=3)[C:10]2=[N:11][CH:12]=1)=[O:5], predict the reaction product. The product is: [F:1][C:2]1[C:30]([NH:31][S:32]([CH2:35][CH2:36][CH3:37])(=[O:34])=[O:33])=[CH:29][CH:28]=[C:27]([F:38])[C:3]=1[C:4]([NH:6][C:7]1[CH:8]=[C:9]2[C:15]([O:16][CH3:17])=[N:14][NH:13][C:10]2=[N:11][CH:12]=1)=[O:5]. (8) The product is: [CH3:34][O:35][C:36](=[O:37])[NH:38][C:39]1[NH:32][C:30]2=[N:31][C:26]([C:23]3[CH:24]=[CH:25][C:19]4[O:18][CH2:17][CH2:16][N:15]([C:10]5[C:9]([CH2:8][C:5]6[CH:6]=[CH:7][C:2]([F:1])=[CH:3][CH:4]=6)=[CH:14][N:13]=[CH:12][N:11]=5)[CH2:21][C:20]=4[CH:22]=3)=[CH:27][CH:28]=[C:29]2[N:33]=1. Given the reactants [F:1][C:2]1[CH:7]=[CH:6][C:5]([CH2:8][C:9]2[C:10]([N:15]3[CH2:21][C:20]4[CH:22]=[C:23]([C:26]5[N:31]=[C:30]([NH2:32])[C:29]([NH2:33])=[CH:28][CH:27]=5)[CH:24]=[CH:25][C:19]=4[O:18][CH2:17][CH2:16]3)=[N:11][CH:12]=[N:13][CH:14]=2)=[CH:4][CH:3]=1.[CH3:34][O:35][C:36]([NH:38][C:39](=NC(OC)=O)SC)=[O:37], predict the reaction product. (9) Given the reactants C[O:2][C:3](=[O:34])[CH2:4][C@H:5]1[C:9]2[CH:10]=[CH:11][C:12]([O:14][C@H:15]3[C:23]4[C:18](=[C:19]([CH2:25][C:26]5[CH:31]=[CH:30][C:29]([O:32][CH3:33])=[CH:28][CH:27]=5)[CH:20]=[CH:21][C:22]=4[F:24])[CH2:17][CH2:16]3)=[CH:13][C:8]=2[O:7][CH2:6]1.[OH-].[Na+].Cl.CC#N.O, predict the reaction product. The product is: [F:24][C:22]1[CH:21]=[CH:20][C:19]([CH2:25][C:26]2[CH:27]=[CH:28][C:29]([O:32][CH3:33])=[CH:30][CH:31]=2)=[C:18]2[C:23]=1[C@H:15]([O:14][C:12]1[CH:11]=[CH:10][C:9]3[C@H:5]([CH2:4][C:3]([OH:34])=[O:2])[CH2:6][O:7][C:8]=3[CH:13]=1)[CH2:16][CH2:17]2.